From a dataset of Forward reaction prediction with 1.9M reactions from USPTO patents (1976-2016). Predict the product of the given reaction. (1) Given the reactants [N:1]#[C:2][NH2:3].[N:4]([C:7]1[CH:12]=[CH:11][C:10]([N:13]2[CH2:18][CH2:17][N:16]([CH2:19]C3CC3)[CH2:15][CH2:14]2)=[CH:9][CH:8]=1)=[C:5]=[S:6].Br[CH2:24][C:25]([C:27]1[CH:32]=[CH:31][CH:30]=[C:29]([OH:33])[CH:28]=1)=[O:26], predict the reaction product. The product is: [NH2:1][C:2]1[N:3]=[C:5]([NH:4][C:7]2[CH:8]=[CH:9][C:10]([N:13]3[CH2:14][CH2:15][N:16]([CH3:19])[CH2:17][CH2:18]3)=[CH:11][CH:12]=2)[S:6][C:24]=1[C:25]([C:27]1[CH:32]=[CH:31][CH:30]=[C:29]([OH:33])[CH:28]=1)=[O:26]. (2) Given the reactants [NH2:1][C:2]1[CH:7]=[CH:6][CH:5]=[C:4](Br)[N:3]=1.[NH:9]1[CH2:15][CH2:14][CH2:13][CH2:12][CH2:11][CH2:10]1, predict the reaction product. The product is: [N:9]1([C:4]2[N:3]=[C:2]([NH2:1])[CH:7]=[CH:6][CH:5]=2)[CH2:15][CH2:14][CH2:13][CH2:12][CH2:11][CH2:10]1. (3) Given the reactants [CH3:1][O:2][C:3]1[CH:4]=[CH:5][C:6](C)=[N:7][CH:8]=1.O[C:11]1C(C)=NC=CC=1.CI, predict the reaction product. The product is: [CH3:1][O:2][C:3]1[C:8]([CH3:11])=[N:7][CH:6]=[CH:5][CH:4]=1. (4) Given the reactants [C:1]([N:4]1[C:13]2[C:8](=[CH:9][C:10]([N:14]3[CH2:19][CH2:18][N:17](C(OC(C)(C)C)=O)[CH2:16][CH2:15]3)=[CH:11][CH:12]=2)[C@H:7]([NH:27][C:28]2[N:33]=[CH:32][CH:31]=[CH:30][N:29]=2)[C@@H:6]([CH3:34])[C@@H:5]1[CH3:35])(=[O:3])[CH3:2].C(O)(C(F)(F)F)=O.[Cl:43]CCl, predict the reaction product. The product is: [ClH:43].[CH3:35][C@H:5]1[C@H:6]([CH3:34])[C@@H:7]([NH:27][C:28]2[N:33]=[CH:32][CH:31]=[CH:30][N:29]=2)[C:8]2[C:13](=[CH:12][CH:11]=[C:10]([N:14]3[CH2:15][CH2:16][NH:17][CH2:18][CH2:19]3)[CH:9]=2)[N:4]1[C:1](=[O:3])[CH3:2]. (5) The product is: [CH2:1]([O:3][C:4]([C:6]1[N:7]([CH2:22][C:23](=[O:24])[NH:25][C:26]2[CH:31]=[CH:30][C:29]([Cl:32])=[CH:28][N:27]=2)[N:8]=[C:9]([O:11][CH2:12][CH2:13][O:14][CH2:15][CH2:16][O:17][CH3:18])[CH:10]=1)=[O:5])[CH3:2]. Given the reactants [CH2:1]([O:3][C:4]([C:6]1[NH:7][N:8]=[C:9]([O:11][CH2:12][CH2:13][O:14][CH2:15][CH2:16][O:17][CH3:18])[CH:10]=1)=[O:5])[CH3:2].[H-].[Na+].Br[CH2:22][C:23]([NH:25][C:26]1[CH:31]=[CH:30][C:29]([Cl:32])=[CH:28][N:27]=1)=[O:24].O, predict the reaction product. (6) Given the reactants Br[C:2]1[CH:19]=[CH:18][C:5]([CH2:6][NH:7][C:8]23[CH2:17][CH:12]4[CH2:13][CH:14]([CH2:16][CH:10]([CH2:11]4)[CH2:9]2)[CH2:15]3)=[CH:4][CH:3]=1.[CH3:20][B-](F)(F)F.[K+], predict the reaction product. The product is: [CH3:20][C:2]1[CH:19]=[CH:18][C:5]([CH2:6][NH:7][C:8]23[CH2:17][CH:12]4[CH2:13][CH:14]([CH2:16][CH:10]([CH2:11]4)[CH2:9]2)[CH2:15]3)=[CH:4][CH:3]=1. (7) Given the reactants CO.C([O:10][C:11]1[C:12]([CH3:32])=[C:13]([CH3:31])[C:14]([NH:18][C:19]([C:21]2[C:30]3[C:25](=[CH:26][CH:27]=[CH:28][CH:29]=3)[CH:24]=[CH:23][CH:22]=2)=[O:20])=[N:15][C:16]=1[CH3:17])C1C=CC=CC=1, predict the reaction product. The product is: [OH:10][C:11]1[C:12]([CH3:32])=[C:13]([CH3:31])[C:14]([NH:18][C:19]([C:21]2[C:30]3[C:25](=[CH:26][CH:27]=[CH:28][CH:29]=3)[CH:24]=[CH:23][CH:22]=2)=[O:20])=[N:15][C:16]=1[CH3:17]. (8) Given the reactants [CH3:1][C:2]1[S:3][CH:4]=[C:5]([CH2:7][S:8]([O-:11])(=O)=[O:9])[N:6]=1.[Na+].P(Cl)(Cl)(Cl)(Cl)[Cl:14], predict the reaction product. The product is: [CH3:1][C:2]1[S:3][CH:4]=[C:5]([CH2:7][S:8]([Cl:14])(=[O:11])=[O:9])[N:6]=1.